This data is from Catalyst prediction with 721,799 reactions and 888 catalyst types from USPTO. The task is: Predict which catalyst facilitates the given reaction. (1) Reactant: [CH:1]1([CH2:5][O:6][C:7]2[C:15]3[C:10](=[N:11][CH:12]=[C:13]([NH:16][C:17](=[O:33])[C:18]4[C:23]([F:24])=[CH:22][CH:21]=[C:20]([NH:25][S:26]([CH2:29][CH2:30][CH3:31])(=[O:28])=[O:27])[C:19]=4[F:32])[CH:14]=3)[N:9](CC3C=CC(OC)=CC=3)[N:8]=2)[CH2:4][CH2:3][CH2:2]1. The catalyst class is: 67. Product: [CH:1]1([CH2:5][O:6][C:7]2[C:15]3[C:10](=[N:11][CH:12]=[C:13]([NH:16][C:17](=[O:33])[C:18]4[C:23]([F:24])=[CH:22][CH:21]=[C:20]([NH:25][S:26]([CH2:29][CH2:30][CH3:31])(=[O:27])=[O:28])[C:19]=4[F:32])[CH:14]=3)[NH:9][N:8]=2)[CH2:4][CH2:3][CH2:2]1. (2) Reactant: FC(F)(F)S(O[C:7]1[C:8]([C:17]([O:19][CH3:20])=[O:18])=[CH:9][CH:10]=[C:11]2[C:16]=1[N:15]=[CH:14][CH:13]=[CH:12]2)(=O)=O.P([O-])([O-])([O-])=O.[K+].[K+].[K+].C1(P(C2CCCCC2)C2C=CC=CC=2C2C(OC)=CC=CC=2OC)CCCCC1.[F:60][C:61]1[CH:62]=[C:63](B(O)O)[CH:64]=[C:65]([F:67])[CH:66]=1. Product: [F:60][C:61]1[CH:62]=[C:63]([C:7]2[C:8]([C:17]([O:19][CH3:20])=[O:18])=[CH:9][CH:10]=[C:11]3[C:16]=2[N:15]=[CH:14][CH:13]=[CH:12]3)[CH:64]=[C:65]([F:67])[CH:66]=1. The catalyst class is: 102. (3) Reactant: [C:1]([CH:4]1[CH2:9][CH:8]([C:10]([O:12][CH2:13][CH3:14])=[O:11])[CH2:7][CH2:6][N:5]1[C:15]([O:17][CH2:18][C:19]1[CH:24]=[CH:23][CH:22]=[CH:21][CH:20]=1)=[O:16])(=O)[NH2:2].O=S(Cl)Cl. Product: [C:1]([CH:4]1[CH2:9][CH:8]([C:10]([O:12][CH2:13][CH3:14])=[O:11])[CH2:7][CH2:6][N:5]1[C:15]([O:17][CH2:18][C:19]1[CH:20]=[CH:21][CH:22]=[CH:23][CH:24]=1)=[O:16])#[N:2]. The catalyst class is: 17.